This data is from Reaction yield outcomes from USPTO patents with 853,638 reactions. The task is: Predict the reaction yield, written as a fraction of the theoretical maximum amount of product (1.0 means a 100% yield; for example, 0.34 means a 34% yield). (1) The reactants are C(N(CC)CC)C.[CH2:8]1[C:21]2[C:20](=[O:22])[C:19]3[C:14](=[CH:15][CH:16]=[CH:17][CH:18]=3)[NH:13][C:12]=2[CH2:11][CH2:10][CH2:9]1.[S:23](O[S:23]([C:26]([F:29])([F:28])[F:27])(=[O:25])=[O:24])([C:26]([F:29])([F:28])[F:27])(=[O:25])=[O:24]. The catalyst is C(Cl)Cl. The product is [F:27][C:26]([F:29])([F:28])[S:23]([O:22][C:20]1[C:19]2[C:14]([N:13]=[C:12]3[C:21]=1[CH2:8][CH2:9][CH2:10][CH2:11]3)=[CH:15][CH:16]=[CH:17][CH:18]=2)(=[O:25])=[O:24]. The yield is 0.850. (2) The reactants are [CH:1]1([CH2:4][N+:5]2([O-])[CH2:23][CH2:22][C@:12]34[C:13]5[C:14]6[O:21][C@H:11]3[C:10](=[O:24])[CH2:9][CH2:8][C@@:7]4([O:25]CC)[C@H:6]2[CH2:19][C:18]=5[CH:17]=[CH:16][C:15]=6[OH:20])[CH2:3][CH2:2]1.[CH2:29](Br)[C:30]1[CH:35]=[CH:34][CH:33]=[CH:32][CH:31]=1.C([O-])([O-])=O.[K+].[K+]. The catalyst is CN(C=O)C.Cl. The product is [CH:1]1([CH2:4][N:5]2[CH2:23][CH2:22][C@:12]34[C:13]5[C:14]6[O:21][C@H:11]3[C:10](=[O:24])[CH2:9][CH2:8][C@@:7]4([OH:25])[C@H:6]2[CH2:19][C:18]=5[CH:17]=[CH:16][C:15]=6[O:20][CH2:29][C:30]2[CH:35]=[CH:34][CH:33]=[CH:32][CH:31]=2)[CH2:2][CH2:3]1. The yield is 0.960. (3) The reactants are [C:1]1([CH3:11])[CH:6]=[CH:5][CH:4]=[C:3]([S:7](Cl)(=[O:9])=[O:8])[CH:2]=1.[CH3:12][O:13][C:14]1[CH:19]=[C:18]([CH3:20])[CH:17]=[CH:16][C:15]=1[OH:21].C(N(CC)CC)C. The catalyst is C(Cl)Cl. The product is [CH3:11][C:1]1[CH:2]=[C:3]([S:7]([O:21][C:15]2[CH:16]=[CH:17][C:18]([CH3:20])=[CH:19][C:14]=2[O:13][CH3:12])(=[O:9])=[O:8])[CH:4]=[CH:5][CH:6]=1. The yield is 0.990. (4) The yield is 0.220. The product is [F:17][C:12]1[C:11]([NH:18][C:19]2[CH:24]=[CH:23][C:22]([I:25])=[CH:21][C:20]=2[F:26])=[C:10]([C:8]([N:6]2[CH2:7][C:4]([C@@H:2]([NH:1][CH3:28])[CH3:3])([OH:27])[CH2:5]2)=[O:9])[CH:15]=[CH:14][C:13]=1[F:16]. The catalyst is CO.C=O. The reactants are [NH2:1][C@H:2]([C:4]1([OH:27])[CH2:7][N:6]([C:8]([C:10]2[CH:15]=[CH:14][C:13]([F:16])=[C:12]([F:17])[C:11]=2[NH:18][C:19]2[CH:24]=[CH:23][C:22]([I:25])=[CH:21][C:20]=2[F:26])=[O:9])[CH2:5]1)[CH3:3].[CH2:28]=O.[BH4-].[Na+]. (5) The reactants are [F:1][C:2]([F:11])([F:10])[C:3]1[CH:8]=[CH:7][C:6](Br)=[CH:5][CH:4]=1.[OH:12][CH:13]1[CH2:17][CH2:16][NH:15][CH2:14]1. No catalyst specified. The product is [F:1][C:2]([F:11])([F:10])[C:3]1[CH:8]=[CH:7][C:6]([N:15]2[CH2:16][CH2:17][CH:13]([OH:12])[CH2:14]2)=[CH:5][CH:4]=1. The yield is 0.550. (6) The reactants are [NH2:1][C:2]1[N:7]=[CH:6][C:5]([N:8]2[CH2:13][CH2:12][N:11]([C:14]([O:16][C:17]([CH3:20])([CH3:19])[CH3:18])=[O:15])[CH2:10][C@@H:9]2[CH3:21])=[CH:4][CH:3]=1.Br[C:23]1[C:24](=[O:31])[N:25]([CH3:30])[CH:26]=[C:27]([Br:29])[CH:28]=1. No catalyst specified. The product is [Br:29][C:27]1[CH:28]=[C:23]([NH:1][C:2]2[N:7]=[CH:6][C:5]([N:8]3[CH2:13][CH2:12][N:11]([C:14]([O:16][C:17]([CH3:20])([CH3:19])[CH3:18])=[O:15])[CH2:10][C@@H:9]3[CH3:21])=[CH:4][CH:3]=2)[C:24](=[O:31])[N:25]([CH3:30])[CH:26]=1. The yield is 0.830. (7) The reactants are Cl.FC1C=C2C(=C(F)C=1[C:13]1[N:18]=[C:17]([C:19]([NH:21]C3C=NC=CC=3[C@@H]3C[C@H](C)C[C@H](NC(=O)OC(C)(C)C)C3)=[O:20])[CH:16]=[CH:15][C:14]=1[F:43])OCCC2(O)C. The catalyst is O1CCOCC1. The product is [F:43][C:14]1[CH:15]=[CH:16][C:17]([C:19]([NH2:21])=[O:20])=[N:18][CH:13]=1. The yield is 0.100. (8) The reactants are [CH3:1][O:2][C:3]1[CH:4]=[C:5]2[C:10](=[CH:11][C:12]=1[O:13][CH3:14])[N:9]=[CH:8][N:7]=[C:6]2[S:15][C:16]1[CH:17]=[C:18]([CH:20]=[CH:21][CH:22]=1)[NH2:19].[C:23]([C:27]1[CH:31]=[C:30]([NH:32][C:33](=O)[O:34]C2C=CC=CC=2)[N:29]([C:42]2[CH:43]=[C:44]([CH3:48])[CH:45]=[CH:46][CH:47]=2)[N:28]=1)([CH3:26])([CH3:25])[CH3:24]. No catalyst specified. The product is [C:23]([C:27]1[CH:31]=[C:30]([NH:32][C:33]([NH:19][C:18]2[CH:20]=[CH:21][CH:22]=[C:16]([S:15][C:6]3[C:5]4[C:10](=[CH:11][C:12]([O:13][CH3:14])=[C:3]([O:2][CH3:1])[CH:4]=4)[N:9]=[CH:8][N:7]=3)[CH:17]=2)=[O:34])[N:29]([C:42]2[CH:43]=[C:44]([CH3:48])[CH:45]=[CH:46][CH:47]=2)[N:28]=1)([CH3:26])([CH3:25])[CH3:24]. The yield is 0.850. (9) The reactants are [F:1][CH2:2][C:3]1[N:4]([C:9]2[C:18]3[C:13](=[CH:14][CH:15]=[CH:16][CH:17]=3)[C:12]([CH3:19])=[CH:11][CH:10]=2)[C:5]([SH:8])=[N:6][N:7]=1.C([O-])([O-])=O.[K+].[K+].Cl[CH2:27][C:28]([NH:30][C:31]1[CH:36]=[CH:35][C:34]([S:37](=[O:40])(=[O:39])[NH2:38])=[CH:33][C:32]=1[CH3:41])=[O:29].O. The catalyst is CN(C=O)C. The product is [F:1][CH2:2][C:3]1[N:4]([C:9]2[C:18]3[C:13](=[CH:14][CH:15]=[CH:16][CH:17]=3)[C:12]([CH3:19])=[CH:11][CH:10]=2)[C:5]([S:8][CH2:27][C:28]([NH:30][C:31]2[CH:36]=[CH:35][C:34]([S:37](=[O:40])(=[O:39])[NH2:38])=[CH:33][C:32]=2[CH3:41])=[O:29])=[N:6][N:7]=1. The yield is 0.500. (10) The reactants are [N:1]1[CH:6]=[CH:5][C:4]([C:7]2[N:8]=[CH:9][C:10]([O:13][C@H:14]([CH:16]3[CH2:21][CH2:20][N:19]([C:22]([O:24][C:25](C)([CH3:27])[CH3:26])=[O:23])[CH2:18][CH2:17]3)[CH3:15])=[N:11][CH:12]=2)=[CH:3][N:2]=1.C(O)(C(F)(F)F)=O.C(N(C(C)C)CC)(C)C.ClC(OC(C)C)=O. The catalyst is C(Cl)Cl.C1(C)C=CC=CC=1. The product is [N:1]1[CH:6]=[CH:5][C:4]([C:7]2[N:8]=[CH:9][C:10]([O:13][C@H:14]([CH:16]3[CH2:21][CH2:20][N:19]([C:22]([O:24][CH:25]([CH3:27])[CH3:26])=[O:23])[CH2:18][CH2:17]3)[CH3:15])=[N:11][CH:12]=2)=[CH:3][N:2]=1. The yield is 0.730.